This data is from Peptide-MHC class I binding affinity with 185,985 pairs from IEDB/IMGT. The task is: Regression. Given a peptide amino acid sequence and an MHC pseudo amino acid sequence, predict their binding affinity value. This is MHC class I binding data. The peptide sequence is KVFFGPIYY. The MHC is HLA-B48:01 with pseudo-sequence HLA-B48:01. The binding affinity (normalized) is 0.0847.